Dataset: Peptide-MHC class I binding affinity with 185,985 pairs from IEDB/IMGT. Task: Regression. Given a peptide amino acid sequence and an MHC pseudo amino acid sequence, predict their binding affinity value. This is MHC class I binding data. (1) The peptide sequence is MQGKDFNHL. The MHC is HLA-A02:12 with pseudo-sequence HLA-A02:12. The binding affinity (normalized) is 0.344. (2) The peptide sequence is AVSQYCSM. The MHC is H-2-Kb with pseudo-sequence H-2-Kb. The binding affinity (normalized) is 0.335. (3) The peptide sequence is VPAERRGVF. The MHC is HLA-B51:01 with pseudo-sequence HLA-B51:01. The binding affinity (normalized) is 0.0847. (4) The peptide sequence is IIIAVARKH. The MHC is HLA-B15:01 with pseudo-sequence HLA-B15:01. The binding affinity (normalized) is 0.0293. (5) The peptide sequence is GITGGHIPK. The MHC is HLA-B35:01 with pseudo-sequence HLA-B35:01. The binding affinity (normalized) is 0.0847. (6) The peptide sequence is TTLLSYGRL. The MHC is HLA-B15:17 with pseudo-sequence HLA-B15:17. The binding affinity (normalized) is 0.781. (7) The peptide sequence is WFQRIPLQW. The MHC is HLA-A24:03 with pseudo-sequence HLA-A24:03. The binding affinity (normalized) is 1.00. (8) The MHC is Mamu-A01 with pseudo-sequence Mamu-A01. The peptide sequence is MTRPILRLL. The binding affinity (normalized) is 0.487. (9) The peptide sequence is KQLELFWVI. The MHC is HLA-B27:05 with pseudo-sequence HLA-B27:05. The binding affinity (normalized) is 0.611. (10) The peptide sequence is KCSDHYICLK. The MHC is HLA-A31:01 with pseudo-sequence HLA-A31:01. The binding affinity (normalized) is 0.429.